This data is from Experimentally validated miRNA-target interactions with 360,000+ pairs, plus equal number of negative samples. The task is: Binary Classification. Given a miRNA mature sequence and a target amino acid sequence, predict their likelihood of interaction. The miRNA is hsa-miR-10a-3p with sequence CAAAUUCGUAUCUAGGGGAAUA. The protein sequence of the target gene is MSGGLLKALRSDSYVELSQYRDQHFRGDNEEQEKLLKKSCTLYVGNLSFYTTEEQIYELFSKSGDIKKIIMGLDKMKKTACGFCFVEYYSRADAENAMRYINGTRLDDRIIRTDWDAGFKEGRQYGRGRSGGQVRDEYRQDYDAGRGGYGKLAQNQ. Result: 1 (interaction).